This data is from Reaction yield outcomes from USPTO patents with 853,638 reactions. The task is: Predict the reaction yield, written as a fraction of the theoretical maximum amount of product (1.0 means a 100% yield; for example, 0.34 means a 34% yield). (1) The reactants are [F:1][C:2]1[C:3]([C:9]2[N:13]([CH:14]3[CH2:19][CH2:18][O:17][CH2:16][CH2:15]3)[C:12]([CH3:20])=[N:11][CH:10]=2)=[N:4][C:5]([NH2:8])=[N:6][CH:7]=1.Br[C:22]1[CH:23]=[CH:24][C:25]([S:28]([CH3:31])(=[O:30])=[O:29])=[N:26][CH:27]=1. No catalyst specified. The product is [F:1][C:2]1[C:3]([C:9]2[N:13]([CH:14]3[CH2:19][CH2:18][O:17][CH2:16][CH2:15]3)[C:12]([CH3:20])=[N:11][CH:10]=2)=[N:4][C:5]([NH:8][C:22]2[CH:27]=[N:26][C:25]([S:28]([CH3:31])(=[O:30])=[O:29])=[CH:24][CH:23]=2)=[N:6][CH:7]=1. The yield is 0.460. (2) The reactants are [CH3:1][C:2]1[C:10]([C:11]2[S:12][C:13]([C:24]([O:26][CH2:27][CH3:28])=[O:25])=[C:14](OS(C(F)(F)F)(=O)=O)[N:15]=2)=[C:5]2[CH:6]=[CH:7][CH:8]=[CH:9][N:4]2[N:3]=1.[C:29]1(B2OC(C)(C)C(C)(C)O2)[CH2:34][CH2:33][CH2:32][CH2:31][CH:30]=1.C(=O)([O-])[O-].[Cs+].[Cs+].O. The catalyst is COCCOC. The product is [C:29]1([C:14]2[N:15]=[C:11]([C:10]3[C:2]([CH3:1])=[N:3][N:4]4[CH:9]=[CH:8][CH:7]=[CH:6][C:5]=34)[S:12][C:13]=2[C:24]([O:26][CH2:27][CH3:28])=[O:25])[CH2:34][CH2:33][CH2:32][CH2:31][CH:30]=1. The yield is 0.950. (3) The catalyst is C(Cl)Cl.N1C=CC=CC=1. The product is [OH:50][C:51]1[CH:58]=[CH:57][C:54]([CH2:55][NH:56][CH2:2][CH2:3][CH2:4][N:5]2[CH2:9][CH2:8][N:7]([CH2:10][CH2:11][CH2:12][N:13]3[CH2:14][CH2:15][CH:16]([O:19][C:20](=[O:34])[NH:21][C:22]4[CH:27]=[CH:26][CH:25]=[CH:24][C:23]=4[C:28]4[CH:33]=[CH:32][CH:31]=[CH:30][CH:29]=4)[CH2:17][CH2:18]3)[C:6]2=[O:35])=[CH:53][CH:52]=1. The reactants are O[CH2:2][CH2:3][CH2:4][N:5]1[CH2:9][CH2:8][N:7]([CH2:10][CH2:11][CH2:12][N:13]2[CH2:18][CH2:17][CH:16]([O:19][C:20](=[O:34])[NH:21][C:22]3[CH:27]=[CH:26][CH:25]=[CH:24][C:23]=3[C:28]3[CH:33]=[CH:32][CH:31]=[CH:30][CH:29]=3)[CH2:15][CH2:14]2)[C:6]1=[O:35].CS(C)=O.CCN(C(C)C)C(C)C.Br.[OH:50][C:51]1[CH:58]=[CH:57][C:54]([CH2:55][NH2:56])=[CH:53][CH:52]=1.[BH-](OC(C)=O)(OC(C)=O)OC(C)=O.[Na+].[OH-].[Na+]. The yield is 0.400. (4) The catalyst is C(N(CC)CC)C. The yield is 0.600. The product is [C:33]([N:8]1[CH2:7][C@H:6]([NH:5][C:3](=[O:4])[CH:2]([CH3:1])[C:19]([NH:21][CH2:22][C:23]([F:29])([F:28])[C:24]([F:26])([F:25])[F:27])=[O:20])[C:12](=[O:13])[N:11]([CH3:14])[C:10]2[CH:15]=[CH:16][CH:17]=[CH:18][C:9]1=2)(=[O:40])[C:34]1[CH:39]=[CH:38][CH:37]=[CH:36][CH:35]=1. The reactants are [CH3:1][CH:2]([C:19]([NH:21][CH2:22][C:23]([F:29])([F:28])[C:24]([F:27])([F:26])[F:25])=[O:20])[C:3]([NH:5][C@@H:6]1[C:12](=[O:13])[N:11]([CH3:14])[C:10]2[CH:15]=[CH:16][CH:17]=[CH:18][C:9]=2[NH:8][CH2:7]1)=[O:4].ClCCl.[C:33](Cl)(=[O:40])[C:34]1[CH:39]=[CH:38][CH:37]=[CH:36][CH:35]=1.Cl. (5) The reactants are C(OC(=O)[NH:10][CH2:11][C@H:12]1[CH2:17][CH2:16][C@@H:15]([NH:18][C:19]2[CH:28]=[C:27]([NH:29][CH3:30])[C:26]3[C:21](=[CH:22][CH:23]=[CH:24][CH:25]=3)[N:20]=2)[CH2:14][CH2:13]1)C1C=CC=CC=1.[Br:32][C:33]1[CH:40]=[CH:39][C:36]([CH:37]=O)=[C:35]([O:41][C:42]([F:45])([F:44])[F:43])[CH:34]=1.C(O)(=O)C.[BH3-]C#N.[Na+].[ClH:54]. The catalyst is CO.CCOC(C)=O.[Pd]. The product is [ClH:54].[ClH:54].[Br:32][C:33]1[CH:40]=[CH:39][C:36]([CH2:37][NH:10][CH2:11][C@@H:12]2[CH2:13][CH2:14][C@H:15]([NH:18][C:19]3[CH:28]=[C:27]([NH:29][CH3:30])[C:26]4[C:21](=[CH:22][CH:23]=[CH:24][CH:25]=4)[N:20]=3)[CH2:16][CH2:17]2)=[C:35]([O:41][C:42]([F:45])([F:44])[F:43])[CH:34]=1. The yield is 0.140.